Dataset: Reaction yield outcomes from USPTO patents with 853,638 reactions. Task: Predict the reaction yield, written as a fraction of the theoretical maximum amount of product (1.0 means a 100% yield; for example, 0.34 means a 34% yield). (1) The catalyst is C(O)C.[Pd]. The product is [OH:8][C:9]1[CH:10]=[C:11]2[C:15](=[CH:16][CH:17]=1)[NH:14][C:13]([CH2:18][CH2:19][C:20]([O:22][CH3:23])=[O:21])=[CH:12]2. The yield is 0.900. The reactants are C([O:8][C:9]1[CH:10]=[C:11]2[C:15](=[CH:16][CH:17]=1)[NH:14][C:13]([CH2:18][CH2:19][C:20]([O:22][CH3:23])=[O:21])=[CH:12]2)C1C=CC=CC=1. (2) The reactants are [CH3:1][C:2]1[CH:7]=[C:6]([C:8]2[CH:9]=[CH:10][C:11]3[N:18]4[CH2:19][C@H:14]([CH2:15][CH2:16][CH2:17]4)[NH:13][C:12]=3[N:20]=2)[CH:5]=[CH:4][N:3]=1.C(N(CC)CC)C.ClC(Cl)(O[C:32](=[O:38])OC(Cl)(Cl)Cl)Cl.Cl.[CH3:41][C:42]1[N:43]=[C:44]([NH2:48])[S:45][C:46]=1[CH3:47]. The catalyst is C1COCC1.CCOC(C)=O.CO. The product is [CH3:41][C:42]1[N:43]=[C:44]([NH:48][C:32]([N:13]2[C@@H:14]3[CH2:19][N:18]([CH2:17][CH2:16][CH2:15]3)[C:11]3[CH:10]=[CH:9][C:8]([C:6]4[CH:5]=[CH:4][N:3]=[C:2]([CH3:1])[CH:7]=4)=[N:20][C:12]2=3)=[O:38])[S:45][C:46]=1[CH3:47]. The yield is 0.420.